Dataset: Full USPTO retrosynthesis dataset with 1.9M reactions from patents (1976-2016). Task: Predict the reactants needed to synthesize the given product. (1) The reactants are: CCN([CH:7]([CH3:9])[CH3:8])C(C)C.[C:10]([O:14][C:15]([N:17]1[CH2:21][C@H:20]([F:22])[CH2:19][C@H:18]1[C:23]([OH:25])=O)=[O:16])([CH3:13])([CH3:12])[CH3:11].CN(C(ON1N=[N:41][C:36]2[CH:37]=[CH:38][CH:39]=[N:40][C:35]1=2)=[N+](C)C)C.F[P-](F)(F)(F)(F)F.C(O)(=O)[CH2:51][C:52](CC(O)=O)(C(O)=O)[OH:53]. Given the product [C:52]([N:40]1[C:39]2[C:38](=[CH:37][CH:9]=[CH:7][CH:8]=2)[C:36]([NH:41][C:23]([C@@H:18]2[CH2:19][C@@H:20]([F:22])[CH2:21][N:17]2[C:15]([O:14][C:10]([CH3:11])([CH3:12])[CH3:13])=[O:16])=[O:25])=[CH:35]1)(=[O:53])[CH3:51], predict the reactants needed to synthesize it. (2) Given the product [Cl:18][C:11]1[CH:12]=[C:13]2[C:8](=[CH:9][CH:10]=1)[NH:7][C:6]([C:4]([NH:39][CH2:38][C:33]1[CH:32]=[C:31]([CH:36]=[C:35]([F:37])[CH:34]=1)[O:30][C:27]1[CH:28]=[CH:29][C:24]([CH2:23][CH2:22][C:21]([OH:41])=[O:20])=[C:25]([CH3:40])[CH:26]=1)=[O:5])=[C:14]2[CH2:15][CH2:16][CH3:17], predict the reactants needed to synthesize it. The reactants are: C(O[C:4]([C:6]1[NH:7][C:8]2[C:13]([C:14]=1[CH2:15][CH2:16][CH3:17])=[CH:12][C:11]([Cl:18])=[CH:10][CH:9]=2)=[O:5])C.C[O:20][C:21](=[O:41])[CH2:22][CH2:23][C:24]1[CH:29]=[CH:28][C:27]([O:30][C:31]2[CH:36]=[C:35]([F:37])[CH:34]=[C:33]([CH2:38][NH2:39])[CH:32]=2)=[CH:26][C:25]=1[CH3:40]. (3) Given the product [OH:1][C@@:2]1([C:9]#[C:10][C:11]2[CH:12]=[C:13]([C:17]3[N:26]=[C:25]([C:27]([NH2:34])=[O:29])[C:24]4[CH2:23][C:22]([CH3:32])([CH3:33])[CH2:21][CH2:20][C:19]=4[N:18]=3)[CH:14]=[CH:15][CH:16]=2)[CH2:6][CH2:5][N:4]([CH3:7])[C:3]1=[O:8], predict the reactants needed to synthesize it. The reactants are: [OH:1][C@@:2]1([C:9]#[C:10][C:11]2[CH:12]=[C:13]([C:17]3[N:26]=[C:25]([C:27]([O:29]CC)=O)[C:24]4[CH2:23][C:22]([CH3:33])([CH3:32])[CH2:21][CH2:20][C:19]=4[N:18]=3)[CH:14]=[CH:15][CH:16]=2)[CH2:6][CH2:5][N:4]([CH3:7])[C:3]1=[O:8].[NH3:34].